Predict the reaction yield, written as a fraction of the theoretical maximum amount of product (1.0 means a 100% yield; for example, 0.34 means a 34% yield). From a dataset of Reaction yield outcomes from USPTO patents with 853,638 reactions. (1) The reactants are [CH3:1][C:2]1[CH:3]=[C:4]([NH:9][CH2:10][CH2:11][C:12]2[CH:17]=[CH:16][C:15]([CH3:18])=[CH:14][N:13]=2)[CH:5]=[CH:6][C:7]=1[CH3:8].[CH3:19][C:20]([O:23][C:24]([NH:26][C@H:27]([C:34](O)=[O:35])[C:28]1[CH:33]=[CH:32][CH:31]=[CH:30][CH:29]=1)=[O:25])([CH3:22])[CH3:21].Cl.CN(C)CCCN=C=NCC. The catalyst is ClCCl. The product is [C:20]([O:23][C:24](=[O:25])[NH:26][C@H:27]([C:34](=[O:35])[N:9]([C:4]1[CH:5]=[CH:6][C:7]([CH3:8])=[C:2]([CH3:1])[CH:3]=1)[CH2:10][CH2:11][C:12]1[CH:17]=[CH:16][C:15]([CH3:18])=[CH:14][N:13]=1)[C:28]1[CH:33]=[CH:32][CH:31]=[CH:30][CH:29]=1)([CH3:22])([CH3:19])[CH3:21]. The yield is 0.750. (2) The reactants are [CH3:1][O:2][C:3]1[CH:30]=[CH:29][C:6]2[C:7]([C:15]([C:17]3[CH:22]=[C:21]([O:23][CH3:24])[C:20]([O:25][CH3:26])=[C:19]([O:27][CH3:28])[CH:18]=3)=[O:16])=[C:8]([C:10]3[CH:11]=[N:12][NH:13][CH:14]=3)[O:9][C:5]=2[CH:4]=1.C(=O)([O-])[O-].[K+].[K+].Br[CH2:38][C:39]([O:41][CH2:42][CH3:43])=[O:40]. The catalyst is CN(C=O)C. The product is [CH2:42]([O:41][C:39](=[O:40])[CH2:38][N:13]1[CH:14]=[C:10]([C:8]2[O:9][C:5]3[CH:4]=[C:3]([O:2][CH3:1])[CH:30]=[CH:29][C:6]=3[C:7]=2[C:15](=[O:16])[C:17]2[CH:18]=[C:19]([O:27][CH3:28])[C:20]([O:25][CH3:26])=[C:21]([O:23][CH3:24])[CH:22]=2)[CH:11]=[N:12]1)[CH3:43]. The yield is 0.980. (3) The reactants are [F:1][CH2:2][CH2:3][CH2:4][O:5][C:6]1[CH:7]=[C:8]([CH:11]=[CH:12][CH:13]=1)[CH:9]=[O:10].[BH4-].[Na+]. The catalyst is C(O)C.O. The product is [F:1][CH2:2][CH2:3][CH2:4][O:5][C:6]1[CH:7]=[C:8]([CH2:9][OH:10])[CH:11]=[CH:12][CH:13]=1. The yield is 0.888. (4) The reactants are [Cl-].O[NH3+:3].[C:4](=[O:7])([O-])[OH:5].[Na+].CS(C)=O.[OH:13][CH2:14][CH2:15][N:16]1[CH2:21][CH2:20][CH:19]([N:22]2[C:27](=[O:28])[C:26]([CH2:29][C:30]3[CH:35]=[CH:34][C:33]([C:36]4[C:37]([C:42]#[N:43])=[CH:38][CH:39]=[CH:40][CH:41]=4)=[CH:32][CH:31]=3)=[C:25]([CH2:44][CH2:45][CH3:46])[N:24]3[N:47]=[CH:48][N:49]=[C:23]23)[CH2:18][CH2:17]1. The catalyst is C(OCC)(=O)C. The product is [OH:13][CH2:14][CH2:15][N:16]1[CH2:17][CH2:18][CH:19]([N:22]2[C:27](=[O:28])[C:26]([CH2:29][C:30]3[CH:35]=[CH:34][C:33]([C:36]4[CH:41]=[CH:40][CH:39]=[CH:38][C:37]=4[C:42]4[NH:3][C:4](=[O:7])[O:5][N:43]=4)=[CH:32][CH:31]=3)=[C:25]([CH2:44][CH2:45][CH3:46])[N:24]3[N:47]=[CH:48][N:49]=[C:23]23)[CH2:20][CH2:21]1. The yield is 0.230. (5) The reactants are [O:1]=[C:2]1[C:11]2[C:6](=[CH:7][CH:8]=[C:9]([NH:12][C:13](=[O:25])[O:14][CH2:15][CH2:16][O:17]CC3C=CC=CC=3)[CH:10]=2)[CH:5]=[C:4]([C:26]2[CH:31]=[CH:30][CH:29]=[CH:28][C:27]=2[C:32]([F:35])([F:34])[F:33])[NH:3]1. The catalyst is [Pd].CO. The product is [O:1]=[C:2]1[C:11]2[C:6](=[CH:7][CH:8]=[C:9]([NH:12][C:13](=[O:25])[O:14][CH2:15][CH2:16][OH:17])[CH:10]=2)[CH:5]=[C:4]([C:26]2[CH:31]=[CH:30][CH:29]=[CH:28][C:27]=2[C:32]([F:34])([F:33])[F:35])[NH:3]1. The yield is 0.900. (6) The product is [ClH:21].[NH2:8][CH2:9][CH:10]([C:15]1[CH:16]=[CH:17][C:18]([Cl:21])=[CH:19][CH:20]=1)[C:11]([O:13][CH3:14])=[O:12]. The yield is 0.890. The catalyst is O1CCOCC1.CCOCC. The reactants are C(OC([NH:8][CH2:9][CH:10]([C:15]1[CH:20]=[CH:19][C:18]([Cl:21])=[CH:17][CH:16]=1)[C:11]([O:13][CH3:14])=[O:12])=O)(C)(C)C.Cl. (7) The reactants are C(Cl)(=O)C(Cl)=O.CS(C)=O.[CH2:11]([O:18][C:19]1[CH:36]=[CH:35][C:22]([C:23]([NH:25][C:26]2[CH:31]=[C:30]([CH2:32][OH:33])[CH:29]=[CH:28][C:27]=2[CH3:34])=[O:24])=[CH:21][CH:20]=1)[C:12]1[CH:17]=[CH:16][CH:15]=[CH:14][CH:13]=1.C([O-])(O)=O.[Na+]. The catalyst is C(Cl)Cl. The product is [CH2:11]([O:18][C:19]1[CH:36]=[CH:35][C:22]([C:23]([NH:25][C:26]2[CH:31]=[C:30]([CH:32]=[O:33])[CH:29]=[CH:28][C:27]=2[CH3:34])=[O:24])=[CH:21][CH:20]=1)[C:12]1[CH:13]=[CH:14][CH:15]=[CH:16][CH:17]=1. The yield is 0.421.